The task is: Binary Classification. Given a miRNA mature sequence and a target amino acid sequence, predict their likelihood of interaction.. This data is from Experimentally validated miRNA-target interactions with 360,000+ pairs, plus equal number of negative samples. The miRNA is mmu-miR-467a-5p with sequence UAAGUGCCUGCAUGUAUAUGCG. The protein sequence of the target gene is MAAGTLYTYPENWRAFKALIAAQYSGAQVRVLSAPPHFHFGQTNRTPEFLRKFPAGKVPAFEGDDGFCVFESNAIAYYVSNEELRGSTPEAAAQVVQWVSFADSDIVPPASTWVFPTLGIMHHNKQATENAKEEVRRILGLLDAYLKTRTFLVGERVTLADITVVCTLLWLYKQVLEPSFRQAFPNTNRWFLTCINQPQFRAVLGEVKLCEKMAQFDAKKFAETQPKKDTPRKEKGSREEKQKPQAERKEEKKAAAPAPEEEMDECEQALAAEPKAKDPFAHLPKSTFVLDEFKRKYSNE.... Result: 0 (no interaction).